This data is from Catalyst prediction with 721,799 reactions and 888 catalyst types from USPTO. The task is: Predict which catalyst facilitates the given reaction. (1) Reactant: [OH:1][CH2:2][C@@H:3]([NH:12][C:13]1[C:22]2[C:17](=[CH:18][CH:19]=[CH:20][CH:21]=2)[N:16]=[CH:15][C:14]=1[N+:23]([O-:25])=[O:24])[CH2:4][C:5]1[CH:10]=[CH:9][C:8]([OH:11])=[CH:7][CH:6]=1.[Si:26](Cl)([C:29]([CH3:32])([CH3:31])[CH3:30])([CH3:28])[CH3:27]. Product: [Si:26]([O:1][CH2:2][C@@H:3]([NH:12][C:13]1[C:22]2[C:17](=[CH:18][CH:19]=[CH:20][CH:21]=2)[N:16]=[CH:15][C:14]=1[N+:23]([O-:25])=[O:24])[CH2:4][C:5]1[CH:10]=[CH:9][C:8]([O:11][Si:26]([C:29]([CH3:32])([CH3:31])[CH3:30])([CH3:28])[CH3:27])=[CH:7][CH:6]=1)([C:29]([CH3:32])([CH3:31])[CH3:30])([CH3:28])[CH3:27]. The catalyst class is: 383. (2) Reactant: [C:1](Cl)(=O)[CH2:2][CH2:3][CH2:4][CH3:5].[NH2:8][C:9]1[CH:10]=[N:11][C:12]2[C:17]([C:18]=1[NH:19][CH2:20][CH2:21][CH2:22][C:23]([O:25][CH2:26][CH3:27])=[O:24])=[N:16][CH:15]=[CH:14][CH:13]=2.Cl.N1C=CC=CC=1. Product: [CH2:2]([C:1]1[N:19]([CH2:20][CH2:21][CH2:22][C:23]([O:25][CH2:26][CH3:27])=[O:24])[C:18]2[C:17]3[N:16]=[CH:15][CH:14]=[CH:13][C:12]=3[N:11]=[CH:10][C:9]=2[N:8]=1)[CH2:3][CH2:4][CH3:5]. The catalyst class is: 4. (3) Reactant: C([O:3][C:4](=[O:23])[C:5]([CH:7]1[CH2:12][CH2:11][N:10](C(OCC2C=CC=CC=2)=O)[CH2:9][CH2:8]1)=[CH2:6])C.Cl. Product: [NH:10]1[CH2:11][CH2:12][CH:7]([C:5](=[CH2:6])[C:4]([OH:23])=[O:3])[CH2:8][CH2:9]1. The catalyst class is: 12. (4) Reactant: [Br:1][C:2]1[CH:3]=[C:4]2[C:9](=[CH:10][CH:11]=1)[O:8][CH:7]=[CH:6][C:5]2=O.[CH3:13][NH:14][NH2:15].B(F)(F)F.CCOCC. Product: [Br:1][C:2]1[CH:11]=[CH:10][C:9]([OH:8])=[C:4]([C:5]2[N:14]([CH3:13])[N:15]=[CH:7][CH:6]=2)[CH:3]=1. The catalyst class is: 8. (5) Reactant: Br[C:2]1[CH:7]=[CH:6][C:5]([C:8]2[CH:13]=[CH:12][C:11]([Br:14])=[CH:10][CH:9]=2)=[CH:4][CH:3]=1.C(=O)([O-])[O-].[Cs+].[Cs+].[NH:21]1[CH2:25][CH2:24][C@@H:23]2[CH2:26][N:27]([C:29]([O:31][CH2:32][CH3:33])=[O:30])[CH2:28][C@H:22]12. Product: [Br:14][C:11]1[CH:12]=[CH:13][C:8]([C:5]2[CH:6]=[CH:7][C:2]([N:21]3[CH2:25][CH2:24][C@@H:23]4[CH2:26][N:27]([C:29]([O:31][CH2:32][CH3:33])=[O:30])[CH2:28][C@H:22]34)=[CH:3][CH:4]=2)=[CH:9][CH:10]=1. The catalyst class is: 4. (6) Reactant: [F:1][C:2]1[CH:3]=[C:4]([S:8]([NH:11][C:12]2[C:17]([O:18][CH3:19])=[N:16][CH:15]=[CH:14][N:13]=2)(=[O:10])=[O:9])[CH:5]=[CH:6][CH:7]=1.C([N-]C(C)C)(C)C.[Li+].C(NC(C)C)(C)C.C([Li])CCC.[Cl:40]C(Cl)(Cl)C(Cl)(Cl)Cl. Product: [Cl:40][C:3]1[C:2]([F:1])=[CH:7][CH:6]=[CH:5][C:4]=1[S:8]([NH:11][C:12]1[C:17]([O:18][CH3:19])=[N:16][CH:15]=[CH:14][N:13]=1)(=[O:10])=[O:9]. The catalyst class is: 7.